Dataset: Peptide-MHC class II binding affinity with 134,281 pairs from IEDB. Task: Regression. Given a peptide amino acid sequence and an MHC pseudo amino acid sequence, predict their binding affinity value. This is MHC class II binding data. (1) The peptide sequence is TSLCFSESIPTPSNR. The MHC is DRB1_1302 with pseudo-sequence DRB1_1302. The binding affinity (normalized) is 0.575. (2) The peptide sequence is LELKKLGEVSWEEEA. The MHC is HLA-DQA10201-DQB10303 with pseudo-sequence HLA-DQA10201-DQB10303. The binding affinity (normalized) is 0. (3) The peptide sequence is KRWIILGLNKIVRMY. The MHC is DRB1_0901 with pseudo-sequence DRB1_0901. The binding affinity (normalized) is 0.625. (4) The peptide sequence is WTGALVTPCAAEEQK. The MHC is DRB1_0405 with pseudo-sequence DRB1_0405. The binding affinity (normalized) is 0. (5) The peptide sequence is APQIPPNWHIPSIQDAATPYHPPATPNNMGL. The MHC is DRB5_0101 with pseudo-sequence DRB5_0101. The binding affinity (normalized) is 0.223. (6) The peptide sequence is EFPHSNGEIEDVQTD. The MHC is DRB1_0901 with pseudo-sequence DRB1_0901. The binding affinity (normalized) is 0.